From a dataset of Forward reaction prediction with 1.9M reactions from USPTO patents (1976-2016). Predict the product of the given reaction. (1) The product is: [CH2:1]([NH:8][C:19]1[N:23]([CH2:24][C:25]([CH3:26])([OH:27])[CH3:28])[N:22]=[C:21]([Br:29])[N:20]=1)[C:2]1[CH:7]=[CH:6][CH:5]=[CH:4][CH:3]=1. Given the reactants [CH2:1]([NH2:8])[C:2]1[CH:7]=[CH:6][CH:5]=[CH:4][CH:3]=1.C(N(CC)C(C)C)(C)C.Br[C:19]1[N:23]([CH2:24][C:25]([CH3:28])([OH:27])[CH3:26])[N:22]=[C:21]([Br:29])[N:20]=1, predict the reaction product. (2) Given the reactants [N:1]1[C:10]2[CH:9]([NH:11][CH2:12][C:13]3[N:17]([CH2:18][CH2:19][C:20]#[N:21])[C:16]4[CH:22]=[CH:23][CH:24]=[CH:25][C:15]=4[N:14]=3)[CH2:8][CH2:7][CH2:6][C:5]=2[CH:4]=[CH:3][CH:2]=1.NCCCN1C2C=CC=CC=2N=C1CN(C)C1C2N=CC=CC=2CCC1, predict the reaction product. The product is: [NH2:21][CH2:20][CH2:19][CH2:18][N:17]1[C:16]2[CH:22]=[CH:23][CH:24]=[CH:25][C:15]=2[N:14]=[C:13]1[CH2:12][NH:11][CH:9]1[C:10]2[N:1]=[CH:2][CH:3]=[CH:4][C:5]=2[CH2:6][CH2:7][CH2:8]1. (3) The product is: [Cl:1][C:2]1[CH:7]=[C:6]([C:8]2[CH:13]=[C:12]([Cl:14])[CH:11]=[CH:10][C:9]=2[CH3:18])[N:5]=[C:4]([CH3:17])[N:3]=1.[ClH:31].[C:4]([NH2:5])(=[NH:3])[CH3:17]. Given the reactants [Cl:1][C:2]1[CH:7]=[C:6]([C:8]2[CH:13]=[C:12]([Cl:14])[CH:11]=[CH:10][C:9]=2OC)[N:5]=[C:4]([CH3:17])[N:3]=1.[CH2:18](OC(=O)CC(C1C=C([Cl:31])C=CC=1C)=O)C, predict the reaction product. (4) The product is: [NH2:14][CH2:15][C:16]1[CH:21]=[CH:20][C:19]([Cl:22])=[CH:18][C:17]=1[CH2:23][NH:24][C:25]([C@@H:27]1[CH2:31][CH2:30][CH2:29][N:28]1[C:32](=[O:47])[C@H:33]([CH2:38][CH2:39][OH:40])[C:34]([CH3:36])([CH3:35])[CH3:37])=[O:26]. Given the reactants C(O)(C(F)(F)F)=O.C(OC(=O)[NH:14][CH2:15][C:16]1[CH:21]=[CH:20][C:19]([Cl:22])=[CH:18][C:17]=1[CH2:23][NH:24][C:25]([C@@H:27]1[CH2:31][CH2:30][CH2:29][N:28]1[C:32](=[O:47])[C@H:33]([CH2:38][CH2:39][O:40]COCCOC)[C:34]([CH3:37])([CH3:36])[CH3:35])=[O:26])(C)(C)C, predict the reaction product. (5) The product is: [Cl:1][C:2]1[CH:7]=[CH:6][C:5]([C@H:8]2[N:13]([CH2:14][CH:15]3[CH2:16][CH2:17]3)[C:12](=[O:18])[C@@H:11]([CH2:19][C:20]([OH:22])=[O:21])[O:10][C@@H:9]2[C:27]2[CH:32]=[CH:31][CH:30]=[C:29]([Cl:33])[CH:28]=2)=[C:4]([F:34])[CH:3]=1. Given the reactants [Cl:1][C:2]1[CH:7]=[CH:6][C:5]([C@H:8]2[N:13]([CH2:14][CH:15]3[CH2:17][CH2:16]3)[C:12](=[O:18])[C@@H:11]([CH2:19][C:20]([O:22]C(C)(C)C)=[O:21])[O:10][C@@H:9]2[C:27]2[CH:32]=[CH:31][CH:30]=[C:29]([Cl:33])[CH:28]=2)=[C:4]([F:34])[CH:3]=1.ClC1C=CC([C@H]2N(CC3CC3)C(=O)[C@H](CC(OC(C)(C)C)=O)O[C@@H]2C2C=CC=C(Cl)C=2)=C(F)C=1.FC(F)(F)C(O)=O, predict the reaction product. (6) Given the reactants CC1C=CC(S(O)(=O)=O)=CC=1.[C:12]1([C:18]2([C:24]([OH:26])=[O:25])[CH2:23][CH2:22][NH:21][CH2:20][CH2:19]2)[CH:17]=[CH:16][CH:15]=[CH:14][CH:13]=1.[OH-].[Na+].[C:29]([O:33][C:34](O[C:34]([O:33][C:29]([CH3:32])([CH3:31])[CH3:30])=[O:35])=[O:35])([CH3:32])([CH3:31])[CH3:30], predict the reaction product. The product is: [C:29]([O:33][C:34]([N:21]1[CH2:20][CH2:19][C:18]([C:12]2[CH:13]=[CH:14][CH:15]=[CH:16][CH:17]=2)([C:24]([OH:26])=[O:25])[CH2:23][CH2:22]1)=[O:35])([CH3:32])([CH3:31])[CH3:30]. (7) The product is: [CH3:1][O:2][C:3](=[O:19])[CH:4]([NH:8][C:9](=[O:18])[C:10]1[C:11]([Cl:17])=[CH:12][CH:13]=[CH:14][C:15]=1[Cl:16])[CH2:5]/[CH:6]=[CH:7]/[C:21]1[CH:22]=[CH:23][C:24]([N:27]([CH2:34][C:35]2[CH:36]=[N:37][CH:38]=[CH:39][CH:40]=2)[C:28]2[N:33]=[CH:32][CH:31]=[CH:30][N:29]=2)=[CH:25][CH:26]=1. Given the reactants [CH3:1][O:2][C:3](=[O:19])[CH:4]([NH:8][C:9](=[O:18])[C:10]1[C:15]([Cl:16])=[CH:14][CH:13]=[CH:12][C:11]=1[Cl:17])[CH2:5][CH:6]=[CH2:7].Br[C:21]1[CH:26]=[CH:25][C:24]([N:27]([CH2:34][C:35]2[CH:36]=[N:37][CH:38]=[CH:39][CH:40]=2)[C:28]2[N:33]=[CH:32][CH:31]=[CH:30][N:29]=2)=[CH:23][CH:22]=1, predict the reaction product. (8) Given the reactants [I:1][C:2]1[CH:8]=[CH:7][C:5]([NH2:6])=[CH:4][CH:3]=1.C(=O)([O-])[O-].[K+].[K+].Br[CH2:16][CH2:17][CH2:18][CH2:19][CH2:20][CH2:21][CH2:22][CH3:23], predict the reaction product. The product is: [CH2:16]([N:6]([CH2:16][CH2:17][CH2:18][CH2:19][CH2:20][CH2:21][CH2:22][CH3:23])[C:5]1[CH:7]=[CH:8][C:2]([I:1])=[CH:3][CH:4]=1)[CH2:17][CH2:18][CH2:19][CH2:20][CH2:21][CH2:22][CH3:23].